Dataset: Full USPTO retrosynthesis dataset with 1.9M reactions from patents (1976-2016). Task: Predict the reactants needed to synthesize the given product. The reactants are: [C:1]([O:8][CH2:9][CH3:10])(=[O:7])[CH2:2][CH2:3][C:4]([CH3:6])=[O:5].[CH2:11](O)[CH2:12][OH:13].C1(C)C=CC(S(O)(=O)=O)=CC=1.[NH+]1C=CC=CC=1. Given the product [CH3:6][C:4]1([CH2:3][CH2:2][C:1]([O:8][CH2:9][CH3:10])=[O:7])[O:13][CH2:12][CH2:11][O:5]1, predict the reactants needed to synthesize it.